This data is from Reaction yield outcomes from USPTO patents with 853,638 reactions. The task is: Predict the reaction yield, written as a fraction of the theoretical maximum amount of product (1.0 means a 100% yield; for example, 0.34 means a 34% yield). (1) The reactants are [Cl:1][C:2]1[CH:11]=[CH:10][C:9]([OH:12])=[CH:8][C:3]=1[C:4](OC)=[O:5].[NH3:13]. No catalyst specified. The product is [Cl:1][C:2]1[CH:11]=[CH:10][C:9]([OH:12])=[CH:8][C:3]=1[C:4]([NH2:13])=[O:5]. The yield is 0.660. (2) The reactants are [NH2:1][CH2:2][C:3]1([OH:14])[CH2:8][CH2:7][N:6]([C:9]([O:11][CH2:12][CH3:13])=[O:10])[CH2:5][CH2:4]1.C(N(CC)CC)C.Cl[C:23]1[C:32]2[C:27](=[CH:28][CH:29]=[CH:30][CH:31]=2)[N:26]=[CH:25][C:24]=1[N+:33]([O-:35])=[O:34]. The catalyst is ClCCl. The product is [OH:14][C:3]1([CH2:2][NH:1][C:23]2[C:32]3[C:27](=[CH:28][CH:29]=[CH:30][CH:31]=3)[N:26]=[CH:25][C:24]=2[N+:33]([O-:35])=[O:34])[CH2:4][CH2:5][N:6]([C:9]([O:11][CH2:12][CH3:13])=[O:10])[CH2:7][CH2:8]1. The yield is 0.540. (3) The reactants are [F:1][C:2]1[CH:3]=[CH:4][C:5]([CH3:19])=[C:6]([C:8]2[CH:17]=[C:16]3[C:11]([CH:12]=[C:13]([NH2:18])[N:14]=[CH:15]3)=[CH:10][CH:9]=2)[CH:7]=1.N1C=CC=CC=1.ClC(Cl)(O[C:30](=[O:36])OC(Cl)(Cl)Cl)Cl.[CH3:38][CH:39]([NH2:41])[CH3:40]. The catalyst is O1CCCC1. The product is [F:1][C:2]1[CH:3]=[CH:4][C:5]([CH3:19])=[C:6]([C:8]2[CH:17]=[C:16]3[C:11]([CH:12]=[C:13]([NH:18][C:30]([NH:41][CH:39]([CH3:40])[CH3:38])=[O:36])[N:14]=[CH:15]3)=[CH:10][CH:9]=2)[CH:7]=1. The yield is 0.150. (4) The reactants are [CH2:1]([O:8][C:9](=[O:16])[NH:10][C@@H:11]([CH3:15])[CH2:12][CH2:13][OH:14])[C:2]1[CH:7]=[CH:6][CH:5]=[CH:4][CH:3]=1.[Si:17](Cl)([C:20]([CH3:23])([CH3:22])[CH3:21])(C)C.N1C=CN=C1. The catalyst is CN(C=O)C.CCOC(C)=O. The product is [CH2:1]([O:8][C:9](=[O:16])[NH:10][C@@H:11]([CH3:15])[CH2:12][CH2:13][O:14][SiH2:17][C:20]([CH3:23])([CH3:22])[CH3:21])[C:2]1[CH:7]=[CH:6][CH:5]=[CH:4][CH:3]=1. The yield is 1.00. (5) The reactants are [Br:1][C:2]1[CH:3]=[CH:4][C:5]([O:18][CH3:19])=[C:6]([CH:8]([C:10]2[C:11]([Cl:17])=[N:12][C:13]([Cl:16])=[N:14][CH:15]=2)[OH:9])[CH:7]=1. The catalyst is CC(C)=O.O=[Mn]=O. The product is [Br:1][C:2]1[CH:3]=[CH:4][C:5]([O:18][CH3:19])=[C:6]([C:8]([C:10]2[C:11]([Cl:17])=[N:12][C:13]([Cl:16])=[N:14][CH:15]=2)=[O:9])[CH:7]=1. The yield is 0.680. (6) The reactants are [H-].[Na+].[C:3]([O:7][C:8]([N:10]1[CH2:16][C:15]2[CH:17]=[CH:18][CH:19]=[CH:20][C:14]=2[NH:13][C:12](=[O:21])[CH2:11]1)=[O:9])([CH3:6])([CH3:5])[CH3:4].I[CH3:23].[Cl-].[NH4+]. The catalyst is CCCCCC.CN(C=O)C. The product is [C:3]([O:7][C:8]([N:10]1[CH2:16][C:15]2[CH:17]=[CH:18][CH:19]=[CH:20][C:14]=2[N:13]([CH3:23])[C:12](=[O:21])[CH2:11]1)=[O:9])([CH3:6])([CH3:4])[CH3:5]. The yield is 0.890.